This data is from Catalyst prediction with 721,799 reactions and 888 catalyst types from USPTO. The task is: Predict which catalyst facilitates the given reaction. (1) Reactant: [O:1]=[C:2]1[CH2:7][CH2:6][CH:5]([C:8]([OH:10])=[O:9])[CH2:4][CH2:3]1.O[NH:12][C:13](=[NH:15])[CH3:14].OC1C2N=NNC=2C=CC=1.C(N=C=NC(C)C)(C)C.[OH-].[Na+]. Product: [O:1]=[C:2]1[CH2:7][CH2:6][CH:5]([C:8]([O:10][NH:15][C:13](=[NH:12])[CH3:14])=[O:9])[CH2:4][CH2:3]1. The catalyst class is: 96. (2) Reactant: [O:1]1[CH:5]=[CH:4][N:3]=[C:2]1[CH:6]([NH:8][C:9]([C:11]1[C:19]2[C:14](=[N:15][CH:16]=[C:17]([C:20]3[C:28]4[C:23](=[CH:24][C:25]([Cl:29])=[CH:26][CH:27]=4)[N:22]([CH3:30])[N:21]=3)[N:18]=2)[N:13](COCC[Si](C)(C)C)[CH:12]=1)=[O:10])[CH3:7].FC(F)(F)C(O)=O.C(N)CN. Product: [O:1]1[CH:5]=[CH:4][N:3]=[C:2]1[CH:6]([NH:8][C:9]([C:11]1[C:19]2[C:14](=[N:15][CH:16]=[C:17]([C:20]3[C:28]4[C:23](=[CH:24][C:25]([Cl:29])=[CH:26][CH:27]=4)[N:22]([CH3:30])[N:21]=3)[N:18]=2)[NH:13][CH:12]=1)=[O:10])[CH3:7]. The catalyst class is: 4. (3) Reactant: [CH:1]1([CH2:6][CH:7]([C:16]2[CH:21]=[CH:20][C:19]([O:22]C)=[C:18]([F:24])[CH:17]=2)[C:8]([NH:10][C:11]2[S:12][CH:13]=[CH:14][N:15]=2)=[O:9])[CH2:5][CH2:4][CH2:3][CH2:2]1.B(Br)(Br)Br. Product: [CH:1]1([CH2:6][CH:7]([C:16]2[CH:21]=[CH:20][C:19]([OH:22])=[C:18]([F:24])[CH:17]=2)[C:8]([NH:10][C:11]2[S:12][CH:13]=[CH:14][N:15]=2)=[O:9])[CH2:5][CH2:4][CH2:3][CH2:2]1. The catalyst class is: 2. (4) Reactant: [Na].[OH:2][C:3]12[CH2:12][CH:7]3[CH2:8][CH:9]([CH2:11][C:5]([CH2:13][O:14][C:15](=[O:23])[C:16]([F:22])([F:21])[S:17]([OH:20])(=[O:19])=[O:18])([CH2:6]3)[CH2:4]1)[CH2:10]2.[Cl-].[C:25]1([S+:31]([C:38]2[CH:43]=[CH:42][CH:41]=[CH:40][CH:39]=2)[C:32]2[CH:37]=[CH:36][CH:35]=[CH:34][CH:33]=2)[CH:30]=[CH:29][CH:28]=[CH:27][CH:26]=1. Product: [OH:2][C:3]12[CH2:12][CH:7]3[CH2:8][CH:9]([CH2:11][C:5]([CH2:13][O:14][C:15]([C:16]([F:22])([F:21])[S:17]([O-:20])(=[O:18])=[O:19])=[O:23])([CH2:6]3)[CH2:4]1)[CH2:10]2.[C:38]1([S+:31]([C:25]2[CH:26]=[CH:27][CH:28]=[CH:29][CH:30]=2)[C:32]2[CH:37]=[CH:36][CH:35]=[CH:34][CH:33]=2)[CH:39]=[CH:40][CH:41]=[CH:42][CH:43]=1. The catalyst class is: 22. (5) Reactant: [Cl:1][CH2:2][CH2:3][C:4](Cl)=[O:5].[CH2:7]([Mg]Br)[CH:8]=[CH2:9].O.Cl.O1C[CH2:17][CH2:16][CH2:15]1. Product: [Cl:1][CH2:2][CH2:3][C:4]([OH:5])([CH2:17][CH:16]=[CH2:15])[CH2:7][CH:8]=[CH2:9]. The catalyst class is: 27. (6) Reactant: CC1C=CC(S(O[CH2:12][N:13]2[CH:18]=[N:17][C:16]([N:19]3[CH2:24][CH2:23][N:22]([C:25]4[CH:30]=[CH:29][C:28]([F:31])=[CH:27][CH:26]=4)[CH2:21][CH2:20]3)=[N:15][C:14]2=[O:32])(=O)=O)=CC=1.N12CCCN=C1CCCCC2.[NH:44]1[C:52]2[C:47](=[CH:48][CH:49]=[CH:50][CH:51]=2)[CH:46]=[N:45]1. Product: [N:44]1[N:45]([CH2:12][N:13]2[CH:18]=[N:17][C:16]([N:19]3[CH2:24][CH2:23][N:22]([C:25]4[CH:30]=[CH:29][C:28]([F:31])=[CH:27][CH:26]=4)[CH2:21][CH2:20]3)=[N:15][C:14]2=[O:32])[CH:46]=[C:47]2[C:52]=1[CH:51]=[CH:50][CH:49]=[CH:48]2. The catalyst class is: 4. (7) Reactant: CC1(C)[O:7][CH2:6][CH:5]([CH2:8][C:9]2[CH:14]=[CH:13][CH:12]=[C:11]([CH2:15][C:16]3[N:17]=[C:18]([C:22]4[CH:27]=[CH:26][CH:25]=[CH:24][CH:23]=4)[O:19][C:20]=3[CH3:21])[CH:10]=2)[CH2:4][O:3]1.C1(C)C=CC(S([O-])(=O)=O)=CC=1.[NH+]1C=CC=CC=1. Product: [OH:7][CH2:6][CH:5]([CH2:4][OH:3])[CH2:8][C:9]1[CH:10]=[C:11]([CH:12]=[CH:13][CH:14]=1)[CH2:15][C:16]1[N:17]=[C:18]([C:22]2[CH:27]=[CH:26][CH:25]=[CH:24][CH:23]=2)[O:19][C:20]=1[CH3:21]. The catalyst class is: 8. (8) Reactant: C(OC([N:8]([CH2:39][C:40]([O:42]C(C)(C)C)=[O:41])[C:9]1[CH:14]=[CH:13][CH:12]=[C:11]([CH:15]([CH2:26][C:27]2[CH:32]=[CH:31][C:30]([C:33]([CH3:38])=[CH:34][CH2:35][CH2:36][CH3:37])=[CH:29][CH:28]=2)[NH:16][S:17]([C:20]2[CH:25]=[CH:24][CH:23]=[CH:22][N:21]=2)(=[O:19])=[O:18])[N:10]=1)=O)(C)(C)C.C1(SC)C=CC=CC=1.FC(F)(F)C(O)=O.[OH-].[Na+]. Product: [CH3:38][C:33]([C:30]1[CH:29]=[CH:28][C:27]([CH2:26][CH:15]([NH:16][S:17]([C:20]2[CH:25]=[CH:24][CH:23]=[CH:22][N:21]=2)(=[O:19])=[O:18])[C:11]2[N:10]=[C:9]([NH:8][CH2:39][C:40]([OH:42])=[O:41])[CH:14]=[CH:13][CH:12]=2)=[CH:32][CH:31]=1)=[CH:34][CH2:35][CH2:36][CH3:37]. The catalyst class is: 2.